Dataset: Reaction yield outcomes from USPTO patents with 853,638 reactions. Task: Predict the reaction yield, written as a fraction of the theoretical maximum amount of product (1.0 means a 100% yield; for example, 0.34 means a 34% yield). (1) The reactants are [Cl:1][C:2]1[CH:3]=[C:4]([N:12]([CH2:30][CH3:31])[C@H:13]2[CH2:18][CH2:17][C@H:16]([N:19]([CH2:21][C:22]3[CH:27]=[CH:26][CH:25]=[C:24]([O:28][CH3:29])[CH:23]=3)[CH3:20])[CH2:15][CH2:14]2)[C:5]([CH3:11])=[C:6]([CH:10]=1)[C:7](O)=[O:8].CN(C(ON1N=NC2C=CC=CC1=2)=[N+](C)C)C.[B-](F)(F)(F)F.CCN(C(C)C)C(C)C.[NH2:63][CH2:64][C:65]1[C:66](=[O:72])[NH:67][N:68]([CH3:71])[C:69]=1[CH3:70]. The catalyst is C(Cl)Cl.O.CN(C=O)C. The product is [Cl:1][C:2]1[CH:3]=[C:4]([N:12]([CH2:30][CH3:31])[C@H:13]2[CH2:14][CH2:15][C@H:16]([N:19]([CH2:21][C:22]3[CH:27]=[CH:26][CH:25]=[C:24]([O:28][CH3:29])[CH:23]=3)[CH3:20])[CH2:17][CH2:18]2)[C:5]([CH3:11])=[C:6]([CH:10]=1)[C:7]([NH:63][CH2:64][C:65]1[C:66](=[O:72])[NH:67][N:68]([CH3:71])[C:69]=1[CH3:70])=[O:8]. The yield is 0.140. (2) The reactants are [Cl:1][C:2]1[NH:3][CH:4]=[C:5]([N+:7]([O-:9])=[O:8])[N:6]=1.[N+](C1C=CC(C([O:19][CH2:20][C:21]2([CH3:24])[CH2:23][O:22]2)=O)=CC=1)([O-])=O.C(N(CC)CC)C.Cl.S([O-])([O-])(=O)=O.[Mg+2]. The catalyst is C(OCC)(=O)C.C(=O)([O-])[O-].[K+].[K+]. The product is [Cl:1][C:2]1[N:3]([CH2:23][C:21]([OH:22])([CH3:24])[CH2:20][OH:19])[CH:4]=[C:5]([N+:7]([O-:9])=[O:8])[N:6]=1. The yield is 0.720. (3) The product is [NH2:11][C:10]1[N:19]([CH2:18][CH2:17][OH:16])[N:20]=[C:1]([C:2]2[CH:7]=[CH:6][CH:5]=[CH:4][CH:3]=2)[CH:9]=1. The yield is 0.790. The catalyst is O. The reactants are [C:1]([CH2:9][C:10]#[N:11])(=O)[C:2]1[CH:7]=[CH:6][CH:5]=[CH:4][CH:3]=1.C(O)(=O)C.[OH:16][CH2:17][CH2:18][NH:19][NH2:20]. (4) The reactants are [O:1]1[C:10]2[C:5](=[CH:6][CH:7]=[C:8]([C:11]([O:13][CH3:14])=[O:12])[CH:9]=2)[CH:4]=[CH:3][CH2:2]1.[H][H]. The catalyst is CO.[Pd]. The product is [O:1]1[C:10]2[C:5](=[CH:6][CH:7]=[C:8]([C:11]([O:13][CH3:14])=[O:12])[CH:9]=2)[CH2:4][CH2:3][CH2:2]1. The yield is 0.370. (5) The reactants are [CH3:1][NH2:2].Cl.[OH-].[Na+].[CH3:6][O:7][C:8]1[CH:13]=[CH:12][N:11]=[C:10]2[N:14]([CH:17]([C:21]3[CH:26]=[CH:25][CH:24]=[CH:23][CH:22]=3)[CH2:18][CH:19]=O)[CH:15]=[CH:16][C:9]=12.O. The catalyst is CO. The product is [CH3:6][O:7][C:8]1[CH:13]=[CH:12][N:11]=[C:10]2[N:14]([CH:17]([C:21]3[CH:26]=[CH:25][CH:24]=[CH:23][CH:22]=3)[CH2:18][CH2:19][NH:2][CH3:1])[CH:15]=[CH:16][C:9]=12. The yield is 0.210. (6) The reactants are ClC1C2=NC=C(OCC3OC=CN=3)N=C2C=CN=1.Cl[C:20]1[N:21]=[C:22]2[CH:29]=[CH:28][N:27]=[C:26]([Cl:30])[C:23]2=[N:24][CH:25]=1.[CH2:31]([OH:38])[C:32]([F:37])([F:36])[CH:33]([F:35])[F:34]. No catalyst specified. The product is [Cl:30][C:26]1[C:23]2=[N:24][CH:25]=[C:20]([O:38][CH2:31][C:32]([F:37])([F:36])[CH:33]([F:35])[F:34])[N:21]=[C:22]2[CH:29]=[CH:28][N:27]=1. The yield is 0.850. (7) The reactants are [Cl:1][C:2]1[CH:7]=[CH:6][C:5]([S:8]([N:11]([C:15]2[C:16]([C:22](=[O:30])[C:23]3[CH:28]=[CH:27][CH:26]=[CH:25][C:24]=3[Cl:29])=[N:17][CH:18]=[C:19]([CH3:21])[CH:20]=2)COC)(=[O:10])=[O:9])=[CH:4][C:3]=1[C:31]([F:34])([F:33])[F:32].O. The catalyst is Cl.O1CCOCC1. The product is [Cl:1][C:2]1[CH:7]=[CH:6][C:5]([S:8]([NH:11][C:15]2[C:16]([C:22](=[O:30])[C:23]3[CH:28]=[CH:27][CH:26]=[CH:25][C:24]=3[Cl:29])=[N:17][CH:18]=[C:19]([CH3:21])[CH:20]=2)(=[O:10])=[O:9])=[CH:4][C:3]=1[C:31]([F:32])([F:34])[F:33]. The yield is 0.450. (8) The reactants are C1(C)C=CC(S(O)(=O)=O)=CC=1.[CH:12]1([C:18]2[C:19]3[CH:20]=[CH:21][C:22]([C:38]([O:40][CH3:41])=[O:39])=[CH:23][C:24]=3[N:25]3[CH2:31][C@H:30]([OH:32])[C@H:29](O)[C:28]4[CH:34]=[CH:35][CH:36]=[CH:37][C:27]=4[C:26]=23)[CH2:17][CH2:16][CH2:15][CH2:14][CH2:13]1.O. The catalyst is C1(C)C=CC=CC=1.C(OCC)(=O)C. The product is [CH:12]1([C:18]2[C:19]3[CH:20]=[CH:21][C:22]([C:38]([O:40][CH3:41])=[O:39])=[CH:23][C:24]=3[N:25]3[CH2:31][C:30](=[O:32])[CH2:29][C:28]4[CH:34]=[CH:35][CH:36]=[CH:37][C:27]=4[C:26]=23)[CH2:13][CH2:14][CH2:15][CH2:16][CH2:17]1. The yield is 0.620. (9) The reactants are Cl.[NH2:2][CH2:3][C:4]([NH:6][C:7]1[CH:16]=[CH:15][C:10]([C:11]([O:13][CH3:14])=[O:12])=[C:9]([O:17][CH3:18])[CH:8]=1)=[O:5].C(N(CC)CC)C.[CH3:26][C:27]([CH3:32])([CH3:31])[CH2:28][CH:29]=O. The catalyst is COC(C)(C)C. The product is [CH3:14][O:13][C:11](=[O:12])[C:10]1[CH:15]=[CH:16][C:7]([NH:6][C:4](=[O:5])[CH2:3]/[N:2]=[CH:29]/[CH2:28][C:27]([CH3:32])([CH3:31])[CH3:26])=[CH:8][C:9]=1[O:17][CH3:18]. The yield is 0.600. (10) The reactants are [Cl:1][C:2]1[CH:3]=[C:4]([S:9]([NH:12][C@H:13]([C:16]2[CH:21]=[CH:20][CH:19]=[CH:18][CH:17]=2)[CH2:14][CH3:15])(=[O:11])=[O:10])[CH:5]=[CH:6][C:7]=1[Cl:8].Br[CH2:23][C:24]1[CH:33]=[CH:32][C:27]([C:28]([O:30][CH3:31])=[O:29])=[CH:26][CH:25]=1.C([O-])([O-])=O.[K+].[K+]. The catalyst is CN(C=O)C. The product is [Cl:1][C:2]1[CH:3]=[C:4]([S:9]([N:12]([CH2:23][C:24]2[CH:33]=[CH:32][C:27]([C:28]([O:30][CH3:31])=[O:29])=[CH:26][CH:25]=2)[C@H:13]([C:16]2[CH:17]=[CH:18][CH:19]=[CH:20][CH:21]=2)[CH2:14][CH3:15])(=[O:11])=[O:10])[CH:5]=[CH:6][C:7]=1[Cl:8]. The yield is 0.550.